From a dataset of Catalyst prediction with 721,799 reactions and 888 catalyst types from USPTO. Predict which catalyst facilitates the given reaction. Reactant: [C:1]([C:4]1[CH:5]=[C:6]2[C:10](=[CH:11][CH:12]=1)[NH:9][C:8]([Si](CC)(CC)CC)=[C:7]2[CH2:20][CH2:21][NH:22][C:23](=[O:38])[C:24]1[CH:29]=[CH:28][C:27]([CH2:30][C:31]2[CH:36]=[CH:35][CH:34]=[C:33]([F:37])[CH:32]=2)=[CH:26][CH:25]=1)(=[O:3])[CH3:2]. Product: [C:1]([C:4]1[CH:5]=[C:6]2[C:10](=[CH:11][CH:12]=1)[NH:9][CH:8]=[C:7]2[CH2:20][CH2:21][NH:22][C:23](=[O:38])[C:24]1[CH:29]=[CH:28][C:27]([CH2:30][C:31]2[CH:36]=[CH:35][CH:34]=[C:33]([F:37])[CH:32]=2)=[CH:26][CH:25]=1)(=[O:3])[CH3:2]. The catalyst class is: 55.